Dataset: Catalyst prediction with 721,799 reactions and 888 catalyst types from USPTO. Task: Predict which catalyst facilitates the given reaction. (1) The catalyst class is: 4. Reactant: [CH3:1][S:2][C:3]1[S:4][CH2:5][CH2:6][CH2:7][N:8]=1.[CH3:9][O:10][S:11]([C:14]([F:17])([F:16])[F:15])(=[O:13])=[O:12].CCOCC. Product: [F:15][C:14]([F:17])([F:16])[S:11]([O-:13])(=[O:12])=[O:10].[CH3:9][N+:8]1[CH2:7][CH2:6][CH2:5][S:4][C:3]=1[S:2][CH3:1]. (2) Reactant: Br[C:2]1[S:6][C:5]([O:7][CH3:8])=[N:4][CH:3]=1.C([Li])CCC.[CH2:14]([Sn:18](Cl)([CH2:23][CH2:24][CH2:25][CH3:26])[CH2:19][CH2:20][CH2:21][CH3:22])[CH2:15][CH2:16][CH3:17].C(=O)(O)[O-].[Na+]. Product: [CH3:8][O:7][C:5]1[S:6][C:2]([Sn:18]([CH2:19][CH2:20][CH2:21][CH3:22])([CH2:23][CH2:24][CH2:25][CH3:26])[CH2:14][CH2:15][CH2:16][CH3:17])=[CH:3][N:4]=1. The catalyst class is: 27. (3) Reactant: [N:1]1[CH:6]=[CH:5][CH:4]=[C:3]([CH2:7][C:8]2[CH:9]=[N:10][CH:11]=[CH:12][CH:13]=2)[CH:2]=1.[Li+].CC([N-]C(C)C)C.Br[CH2:23][C:24]1[C:25]([Cl:30])=[N:26][CH:27]=[CH:28][CH:29]=1. Product: [Cl:30][C:25]1[C:24]([CH2:23][CH:7]([C:8]2[CH:9]=[N:10][CH:11]=[CH:12][CH:13]=2)[C:3]2[CH:2]=[N:1][CH:6]=[CH:5][CH:4]=2)=[CH:29][CH:28]=[CH:27][N:26]=1. The catalyst class is: 1. (4) Reactant: [CH2:1]([O:8][C:9](=[O:32])[NH:10][CH2:11][CH2:12][CH2:13][CH2:14][N:15]([CH2:17][C:18]1[CH:23]=[CH:22][C:21]([CH2:24][NH:25][CH2:26][C:27]2[NH:28][CH:29]=[CH:30][N:31]=2)=[CH:20][CH:19]=1)[CH3:16])[C:2]1[CH:7]=[CH:6][CH:5]=[CH:4][CH:3]=1.[CH3:33][N:34]1[CH:38]=[CH:37][N:36]=[C:35]1[CH:39]=O.C([BH3-])#N.[Na+].C(O)(=O)C. Product: [CH2:1]([O:8][C:9](=[O:32])[NH:10][CH2:11][CH2:12][CH2:13][CH2:14][N:15]([CH2:17][C:18]1[CH:19]=[CH:20][C:21]([CH2:24][N:25]([CH2:26][C:27]2[NH:31][CH:30]=[CH:29][N:28]=2)[CH2:39][C:35]2[N:34]([CH3:33])[CH:38]=[CH:37][N:36]=2)=[CH:22][CH:23]=1)[CH3:16])[C:2]1[CH:7]=[CH:6][CH:5]=[CH:4][CH:3]=1. The catalyst class is: 5.